Task: Regression. Given a target protein amino acid sequence and a drug SMILES string, predict the binding affinity score between them. We predict pIC50 (pIC50 = -log10(IC50 in M); higher means more potent). Dataset: bindingdb_ic50.. Dataset: Drug-target binding data from BindingDB using IC50 measurements The drug is CC(C)C[C@H](NC(=O)[C@H](CC(=O)NCCC(COCc1ccccc1)COCc1ccccc1)NC(=O)c1ccccc1)B1O[C@@H]2C[C@@H]3C[C@@H](C3(C)C)[C@]2(C)O1. The target protein (Q99436) has sequence MAAVSVYAPPVGGFSFDNCRRNAVLEADFAKRGYKLPKVRKTGTTIAGVVYKDGIVLGADTRATEGMVVADKNCSKIHFISPNIYCCGAGTAADTDMTTQLISSNLELHSLSTGRLPRVVTANRMLKQMLFRYQGYIGAALVLGGVDVTGPHLYSIYPHGSTDKLPYVTMGSGSLAAMAVFEDKFRPDMEEEEAKNLVSEAIAAGIFNDLGSGSNIDLCVISKNKLDFLRPYTVPNKKGTRLGRYRCEKGTTAVLTEKITPLEIEVLEETVQTMDTS. The pIC50 is 5.6.